From a dataset of Catalyst prediction with 721,799 reactions and 888 catalyst types from USPTO. Predict which catalyst facilitates the given reaction. (1) Reactant: [CH3:1][C:2]1[C:8]([CH3:9])=[C:7](O)[C:6]([CH3:11])=[CH:5][C:3]=1[OH:4].[C:12](=[O:15])([O-])[O-].[Cs+].[Cs+].[CH2:18](Br)[C:19]1[CH:24]=[CH:23][CH:22]=[CH:21][CH:20]=1. Product: [CH2:18]([O:4][C:3]1[CH:5]=[C:6]([CH3:11])[C:7]([O:15][CH2:12][C:2]2[CH:8]=[CH:7][CH:6]=[CH:5][CH:3]=2)=[C:8]([CH3:9])[C:2]=1[CH3:1])[C:19]1[CH:24]=[CH:23][CH:22]=[CH:21][CH:20]=1. The catalyst class is: 3. (2) The catalyst class is: 3. Product: [CH3:1][C:2]1[N:6]([CH2:7][C:8]2[CH:26]=[CH:25][C:11]3/[C:12](=[CH:21]/[C:22]([NH:42][S:39]([CH3:38])(=[O:41])=[O:40])=[O:23])/[C:13]4[CH:20]=[CH:19][CH:18]=[CH:17][C:14]=4[CH2:15][CH2:16][C:10]=3[CH:9]=2)[C:5]2[CH:27]=[C:28]([C:32]3[CH:33]=[CH:34][CH:35]=[CH:36][CH:37]=3)[CH:29]=[C:30]([CH3:31])[C:4]=2[N:3]=1. Reactant: [CH3:1][C:2]1[N:6]([CH2:7][C:8]2[CH:26]=[CH:25][C:11]3/[C:12](=[CH:21]/[C:22](O)=[O:23])/[C:13]4[CH:20]=[CH:19][CH:18]=[CH:17][C:14]=4[CH2:15][CH2:16][C:10]=3[CH:9]=2)[C:5]2[CH:27]=[C:28]([C:32]3[CH:37]=[CH:36][CH:35]=[CH:34][CH:33]=3)[CH:29]=[C:30]([CH3:31])[C:4]=2[N:3]=1.[CH3:38][S:39]([NH2:42])(=[O:41])=[O:40].C1CCN2C(=NCCC2)CC1.C(O)(=O)CC(CC(O)=O)(C(O)=O)O. (3) Reactant: [CH3:1][O:2][C:3]([C:5]1[S:14][C:8]2[N:9]=[CH:10][N:11]=[C:12](Cl)[C:7]=2[C:6]=1[CH3:15])=[O:4].[F:16][C:17]1[CH:23]=[CH:22][C:20]([NH2:21])=[C:19]([O:24][CH:25]2[CH2:30][CH2:29][O:28][CH2:27][CH2:26]2)[CH:18]=1.Cl.O. Product: [CH3:1][O:2][C:3]([C:5]1[S:14][C:8]2[N:9]=[CH:10][N:11]=[C:12]([NH:21][C:20]3[CH:22]=[CH:23][C:17]([F:16])=[CH:18][C:19]=3[O:24][CH:25]3[CH2:30][CH2:29][O:28][CH2:27][CH2:26]3)[C:7]=2[C:6]=1[CH3:15])=[O:4]. The catalyst class is: 12. (4) Reactant: [C:1]([O:5][C:6](=[O:16])[NH:7][C:8]1[CH:13]=[CH:12][C:11]([F:14])=[C:10]([F:15])[CH:9]=1)([CH3:4])([CH3:3])[CH3:2].[H-].[Na+].[CH2:19](I)[CH:20]=[CH2:21]. Product: [C:1]([O:5][C:6](=[O:16])[N:7]([CH2:21][CH:20]=[CH2:19])[C:8]1[CH:13]=[CH:12][C:11]([F:14])=[C:10]([F:15])[CH:9]=1)([CH3:4])([CH3:2])[CH3:3]. The catalyst class is: 31. (5) Reactant: [Cl-].[CH3:2][O:3][C:4]1[CH:9]=[CH:8][C:7]([CH:10]([C:12]2[N:13]=[C:14]([CH3:17])[NH:15][CH:16]=2)[NH3+:11])=[CH:6][CH:5]=1.[CH:18]1([C:21]2[CH:26]=[CH:25][C:24]([CH2:27][C:28](O)=[O:29])=[CH:23][CH:22]=2)[CH2:20][CH2:19]1.Cl.CN(C)CCCN=C=NCC.ON1C2N=CC=CC=2N=N1.C(N(CC)CC)C. Product: [CH:18]1([C:21]2[CH:22]=[CH:23][C:24]([CH2:27][C:28]([NH:11][CH:10]([C:7]3[CH:6]=[CH:5][C:4]([O:3][CH3:2])=[CH:9][CH:8]=3)[C:12]3[N:13]=[C:14]([CH3:17])[NH:15][CH:16]=3)=[O:29])=[CH:25][CH:26]=2)[CH2:20][CH2:19]1. The catalyst class is: 232.